From a dataset of Full USPTO retrosynthesis dataset with 1.9M reactions from patents (1976-2016). Predict the reactants needed to synthesize the given product. (1) Given the product [C:74]([O:73][C:71](=[O:72])[N:64]([CH3:70])[C@H:65]([C:67](=[O:68])[NH:30][C@@H:31]1[C:37](=[O:38])[N:36]([CH2:39][C:40]2[C:49]3[C:44](=[CH:45][CH:46]=[CH:47][CH:48]=3)[CH:43]=[CH:42][CH:41]=2)[C:35]2[CH:50]=[CH:51][CH:52]=[CH:53][C:34]=2[N:33]([CH3:54])[CH2:32]1)[CH3:66])([CH3:75])([CH3:77])[CH3:76], predict the reactants needed to synthesize it. The reactants are: C1CN(C(ON2N=NC3C2=CC=CC=3)=[N+]2CCCC2)CC1.F[P-](F)(F)(F)(F)F.Cl.[NH2:30][C@@H:31]1[C:37](=[O:38])[N:36]([CH2:39][C:40]2[C:49]3[C:44](=[CH:45][CH:46]=[CH:47][CH:48]=3)[CH:43]=[CH:42][CH:41]=2)[C:35]2[CH:50]=[CH:51][CH:52]=[CH:53][C:34]=2[N:33]([CH3:54])[CH2:32]1.CCN(C(C)C)C(C)C.[N:64]([C:71]([O:73][C:74]([CH3:77])([CH3:76])[CH3:75])=[O:72])([CH3:70])[C@H:65]([C:67](O)=[O:68])[CH3:66].C([O-])([O-])=O.[Na+].[Na+]. (2) Given the product [CH3:21][C:19]1[S:18][C:7]2[NH:8][C:9]([CH3:10])=[C:5]([CH2:4][C:3]([O:2][CH3:1])=[O:22])[C:6]=2[CH:20]=1, predict the reactants needed to synthesize it. The reactants are: [CH3:1][O:2][C:3](=[O:22])[CH2:4][C:5]1[C:6]2[CH:20]=[C:19]([CH3:21])[S:18][C:7]=2[N:8](C(OC(C)(C)C)=O)[C:9]=1[CH3:10]. (3) Given the product [Cl:17][C:4]1[C:5]2[C:13]3[C:8](=[CH:9][CH:10]=[CH:11][CH:12]=3)[NH:7][C:6]=2[N:1]=[CH:2][N:3]=1, predict the reactants needed to synthesize it. The reactants are: [N:1]1[C:6]2[NH:7][C:8]3[C:13]([C:5]=2[C:4](=O)[NH:3][CH:2]=1)=[CH:12][CH:11]=[CH:10][CH:9]=3.P(Cl)(Cl)([Cl:17])=O. (4) Given the product [Cl:10][C:8]1[CH:9]=[C:5]([C:3]([OH:4])=[O:13])[NH:6][CH:7]=1, predict the reactants needed to synthesize it. The reactants are: ClC(Cl)(Cl)[C:3]([C:5]1[NH:6][CH:7]=[C:8]([Cl:10])[CH:9]=1)=[O:4].[OH-:13].[Na+]. (5) Given the product [CH3:1][C:13]1([C:19]([OH:21])=[O:20])[CH2:18][CH2:17][CH:16]=[CH:15][CH2:14]1, predict the reactants needed to synthesize it. The reactants are: [CH:1](NC(C)C)(C)C.C([Li])CCC.[CH:13]1([C:19]([OH:21])=[O:20])[CH2:18][CH2:17][CH:16]=[CH:15][CH2:14]1.IC. (6) The reactants are: [F:1][C:2]1[CH:42]=[C:41]([F:43])[CH:40]=[CH:39][C:3]=1[CH2:4][N:5]([CH2:18][C:19]1[CH:38]=[CH:37][C:22]([O:23][C:24]2[CH:25]=[C:26]([CH:34]=[CH:35][CH:36]=2)[O:27][CH2:28][CH2:29][CH2:30][C:31](O)=[O:32])=[CH:21][CH:20]=1)[C:6]1[CH:11]=[CH:10][CH:9]=[C:8]([NH:12][S:13]([CH3:16])(=[O:15])=[O:14])[C:7]=1[CH3:17].Cl.C([O:47][C:48](=[O:52])[CH2:49][CH2:50][NH2:51])C. Given the product [F:1][C:2]1[CH:42]=[C:41]([F:43])[CH:40]=[CH:39][C:3]=1[CH2:4][N:5]([CH2:18][C:19]1[CH:38]=[CH:37][C:22]([O:23][C:24]2[CH:25]=[C:26]([CH:34]=[CH:35][CH:36]=2)[O:27][CH2:28][CH2:29][CH2:30][C:31]([NH:51][CH2:50][CH2:49][C:48]([OH:47])=[O:52])=[O:32])=[CH:21][CH:20]=1)[C:6]1[CH:11]=[CH:10][CH:9]=[C:8]([NH:12][S:13]([CH3:16])(=[O:15])=[O:14])[C:7]=1[CH3:17], predict the reactants needed to synthesize it.